This data is from Forward reaction prediction with 1.9M reactions from USPTO patents (1976-2016). The task is: Predict the product of the given reaction. (1) Given the reactants [NH2:1][C:2]1[CH:3]=[C:4]([C:8]2[C:12]3[N:13]=[C:14]([NH:18][C:19]4[CH:24]=[C:23]([O:25][CH3:26])[C:22]([O:27][CH3:28])=[C:21]([O:29][CH3:30])[CH:20]=4)[N:15]=[C:16]([NH2:17])[C:11]=3[S:10][CH:9]=2)[CH:5]=[CH:6][CH:7]=1.C(N(CC)CC)C.[CH:38]([N:41]=[C:42]=[O:43])([CH3:40])[CH3:39].C(OCC)(=O)C, predict the reaction product. The product is: [NH2:17][C:16]1[C:11]2[S:10][CH:9]=[C:8]([C:4]3[CH:3]=[C:2]([NH:1][C:42]([NH:41][CH:38]([CH3:40])[CH3:39])=[O:43])[CH:7]=[CH:6][CH:5]=3)[C:12]=2[N:13]=[C:14]([NH:18][C:19]2[CH:24]=[C:23]([O:25][CH3:26])[C:22]([O:27][CH3:28])=[C:21]([O:29][CH3:30])[CH:20]=2)[N:15]=1. (2) The product is: [Br:12][C:2]1[S:3][CH:4]=[C:5]([C:7]([O:9][CH2:10][CH3:11])=[O:8])[N:6]=1. Given the reactants N[C:2]1[S:3][CH:4]=[C:5]([C:7]([O:9][CH2:10][CH3:11])=[O:8])[N:6]=1.[Br-:12].[Na+].S(=O)(=O)(O)O.[N+]([O-])([O-])=O.[Na+], predict the reaction product. (3) The product is: [C:19]([O:1][CH2:2][CH2:3][CH2:4][CH2:5][CH2:6][CH2:7][N:8]1[CH:9]=[CH:10][CH:11]=[CH:12]1)(=[O:30])[CH2:20][CH2:21][CH2:22][CH2:23][CH2:24][CH2:25][CH2:26][CH2:27][CH:28]=[CH2:29]. Given the reactants [OH:1][CH2:2][CH2:3][CH2:4][CH2:5][CH2:6][CH2:7][N:8]1[CH:12]=[CH:11][CH:10]=[CH:9]1.N1C=CC=CC=1.[C:19](Cl)(=[O:30])[CH2:20][CH2:21][CH2:22][CH2:23][CH2:24][CH2:25][CH2:26][CH2:27][CH:28]=[CH2:29].Cl, predict the reaction product. (4) Given the reactants [CH:1]1([CH2:6][C@@H:7]([C:20]([NH:22][NH:23][C:24]2[C:29]([F:30])=[C:28]([N:31]3[CH2:36][CH2:35][N:34]([CH3:37])[CH2:33][C@@H:32]3[CH3:38])[N:27]=[C:26]([CH3:39])[N:25]=2)=[O:21])[CH2:8][N:9]([O:12]CC2C=CC=CC=2)[CH:10]=[O:11])[CH2:5][CH2:4][CH2:3][CH2:2]1, predict the reaction product. The product is: [CH:1]1([CH2:6][C@@H:7]([C:20]([NH:22][NH:23][C:24]2[C:29]([F:30])=[C:28]([N:31]3[CH2:36][CH2:35][N:34]([CH3:37])[CH2:33][C@@H:32]3[CH3:38])[N:27]=[C:26]([CH3:39])[N:25]=2)=[O:21])[CH2:8][N:9]([OH:12])[CH:10]=[O:11])[CH2:5][CH2:4][CH2:3][CH2:2]1.